Predict the reaction yield, written as a fraction of the theoretical maximum amount of product (1.0 means a 100% yield; for example, 0.34 means a 34% yield). From a dataset of Reaction yield outcomes from USPTO patents with 853,638 reactions. (1) The yield is 0.880. The reactants are COC1C=CC(C[N:8]2[C:16]3=[CH:17][CH:18]=[N:19][C:20](=[O:21])[C:14]4=[C:15]3[C:10]([CH2:11][CH2:12][CH:13]4[CH2:22][CH:23]3[CH:28]4[CH2:29][CH2:30][N:25]([CH2:26][CH2:27]4)[CH2:24]3)=[N:9]2)=CC=1. The product is [N:25]12[CH2:30][CH2:29][CH:28]([CH2:27][CH2:26]1)[CH:23]([CH2:22][CH:13]1[CH2:12][CH2:11][C:10]3[C:15]4[C:16](=[CH:17][CH:18]=[N:19][C:20](=[O:21])[C:14]1=4)[NH:8][N:9]=3)[CH2:24]2. The catalyst is FC(F)(F)C(O)=O.CO. (2) The reactants are [CH2:1]([C:3]1[N:4]([C:28]2[CH:33]=[CH:32][C:31]([OH:34])=[CH:30][CH:29]=2)[C:5](=[O:27])[C:6]([CH2:12][C:13]2[CH:18]=[CH:17][C:16]([C:19]3[C:20]([C:25]#[N:26])=[CH:21][CH:22]=[CH:23][CH:24]=3)=[CH:15][CH:14]=2)=[C:7]([CH2:9][CH2:10][CH3:11])[N:8]=1)[CH3:2].Br[C:36](C)([CH3:42])[C:37](OCC)=O.[C:44](=O)([O-])[O-].[Cs+].[Cs+].CN(C)C=O.C([O:58][CH2:59][CH3:60])(=O)C. No catalyst specified. The product is [CH2:1]([C:3]1[N:4]([C:28]2[CH:33]=[CH:32][C:31]([O:34][C:36]([CH3:42])([CH3:37])[C:59]([OH:58])([CH3:60])[CH3:44])=[CH:30][CH:29]=2)[C:5](=[O:27])[C:6]([CH2:12][C:13]2[CH:18]=[CH:17][C:16]([C:19]3[C:20]([C:25]#[N:26])=[CH:21][CH:22]=[CH:23][CH:24]=3)=[CH:15][CH:14]=2)=[C:7]([CH2:9][CH2:10][CH3:11])[N:8]=1)[CH3:2]. The yield is 0.300. (3) The reactants are [CH3:1][C:2]1([CH3:16])[O:6][C@@H:5]([CH2:7][N:8]2[CH:12]=[CH:11][C:10]([N+:13]([O-])=O)=[N:9]2)[CH2:4][O:3]1.[H][H]. The catalyst is [Pd].C(O)C. The product is [CH3:1][C:2]1([CH3:16])[O:6][C@@H:5]([CH2:7][N:8]2[CH:12]=[CH:11][C:10]([NH2:13])=[N:9]2)[CH2:4][O:3]1. The yield is 0.910. (4) The reactants are C(OC(=O)C(CS(N1CCN(C2C=CC(Br)=CC=2)CC1)(=O)=O)C(C)C)(C)(C)C.Cl.Cl.[F:31][C:32]1[CH:37]=[CH:36][C:35]([C:38]2[CH:39]=[CH:40][C:41]([N:44]3[CH2:49][CH2:48][NH:47][CH2:46][CH2:45]3)=[N:42][CH:43]=2)=[CH:34][CH:33]=1.[CH2:50]([C@@H:57]1[CH2:61][O:60][C:59](=[O:62])[N:58]1[C:63](=[O:73])[C@H:64]([CH2:68][S:69](Cl)(=[O:71])=[O:70])[CH:65]([CH3:67])[CH3:66])[C:51]1[CH:56]=[CH:55][CH:54]=[CH:53][CH:52]=1. No catalyst specified. The product is [CH2:50]([C@@H:57]1[CH2:61][O:60][C:59](=[O:62])[N:58]1[C:63](=[O:73])[C@H:64]([CH2:68][S:69]([N:47]1[CH2:46][CH2:45][N:44]([C:41]2[CH:40]=[CH:39][C:38]([C:35]3[CH:34]=[CH:33][C:32]([F:31])=[CH:37][CH:36]=3)=[CH:43][N:42]=2)[CH2:49][CH2:48]1)(=[O:71])=[O:70])[CH:65]([CH3:67])[CH3:66])[C:51]1[CH:56]=[CH:55][CH:54]=[CH:53][CH:52]=1. The yield is 0.850. (5) The reactants are Br[C:2]1[CH:3]=[CH:4][C:5]2[O:11][CH2:10][CH2:9][N:8]3[CH:12]=[C:13]([C:15]([NH2:17])=[O:16])[N:14]=[C:7]3[C:6]=2[CH:18]=1.[C:19]([C:21]1([OH:28])[CH2:25][CH2:24][N:23]([CH3:26])[C:22]1=[O:27])#[CH:20]. No catalyst specified. The product is [OH:28][C:21]1([C:19]#[C:20][C:2]2[CH:3]=[CH:4][C:5]3[O:11][CH2:10][CH2:9][N:8]4[CH:12]=[C:13]([C:15]([NH2:17])=[O:16])[N:14]=[C:7]4[C:6]=3[CH:18]=2)[CH2:25][CH2:24][N:23]([CH3:26])[C:22]1=[O:27]. The yield is 0.0700. (6) The reactants are [F:1][C:2]1[CH:7]=[CH:6][C:5]([F:8])=[CH:4][C:3]=1[C:9]([N:11]([CH2:15][C:16]1[N:20]([CH2:21][CH2:22][CH3:23])[C:19]2[CH:24]=[CH:25][C:26]([CH2:28]O)=[CH:27][C:18]=2[N:17]=1)[CH2:12][CH2:13][CH3:14])=[O:10].S(Cl)([Cl:32])=O. No catalyst specified. The product is [F:1][C:2]1[CH:7]=[CH:6][C:5]([F:8])=[CH:4][C:3]=1[C:9]([N:11]([CH2:15][C:16]1[N:20]([CH2:21][CH2:22][CH3:23])[C:19]2[CH:24]=[CH:25][C:26]([CH2:28][Cl:32])=[CH:27][C:18]=2[N:17]=1)[CH2:12][CH2:13][CH3:14])=[O:10]. The yield is 0.930. (7) The reactants are [CH2:1]([O:3][C:4](=[O:14])[C:5]1[CH:10]=[CH:9][C:8]([CH2:11]CBr)=[CH:7][CH:6]=1)[CH3:2].[CH2:15]([N:17]1[CH2:22][CH2:21][NH:20][CH2:19][CH2:18]1)[CH3:16]. The catalyst is C1COCC1.O. The product is [CH2:1]([O:3][C:4](=[O:14])[C:5]1[CH:6]=[CH:7][C:8]([CH2:11][N:20]2[CH2:21][CH2:22][N:17]([CH2:15][CH3:16])[CH2:18][CH2:19]2)=[CH:9][CH:10]=1)[CH3:2]. The yield is 1.00.